Task: Predict the product of the given reaction.. Dataset: Forward reaction prediction with 1.9M reactions from USPTO patents (1976-2016) (1) Given the reactants Br[C:2]1[N:6]([CH:7]2[CH2:9][CH2:8]2)[C:5]2[CH:10]([C:23]3[CH:28]=[CH:27][C:26]([Cl:29])=[CH:25][CH:24]=3)[N:11]([C:14]3[CH:19]=[C:18]([Cl:20])[C:17](=[O:21])[N:16]([CH3:22])[CH:15]=3)[C:12](=[O:13])[C:4]=2[CH:3]=1.[CH3:30][O:31][C:32]1[N:37]=[CH:36][C:35](B(O)O)=[CH:34][N:33]=1.C(Cl)Cl.CO.N, predict the reaction product. The product is: [Cl:20][C:18]1[C:17](=[O:21])[N:16]([CH3:22])[CH:15]=[C:14]([N:11]2[C:12](=[O:13])[C:4]3[CH:3]=[C:2]([C:35]4[CH:34]=[N:33][C:32]([O:31][CH3:30])=[N:37][CH:36]=4)[N:6]([CH:7]4[CH2:9][CH2:8]4)[C:5]=3[CH:10]2[C:23]2[CH:28]=[CH:27][C:26]([Cl:29])=[CH:25][CH:24]=2)[CH:19]=1. (2) Given the reactants Br[C:2]1[CH:7]=[CH:6][C:5]([F:8])=[C:4]([O:9][CH2:10][CH2:11][O:12][CH3:13])[CH:3]=1.C(O[Na])(C)(C)C.[CH3:20][CH:21]([CH3:25])[C:22](=[O:24])[CH3:23], predict the reaction product. The product is: [F:8][C:5]1[CH:6]=[CH:7][C:2]([CH2:23][C:22](=[O:24])[CH:21]([CH3:25])[CH3:20])=[CH:3][C:4]=1[O:9][CH2:10][CH2:11][O:12][CH3:13]. (3) Given the reactants [CH3:1][S:2]([OH:5])(=[O:4])=[O:3].[NH2:6][C:7]1[CH:16]=[C:15]2[C:10]([CH:11]=[C:12]([C:20]3[C:21]([Cl:37])=[CH:22][C:23]([F:36])=[C:24]([NH:26][C:27]([NH:29][C:30]4[CH:35]=[CH:34][CH:33]=[CH:32][CH:31]=4)=[O:28])[CH:25]=3)[C:13](=[O:19])[N:14]2[CH2:17][CH3:18])=[CH:9][N:8]=1, predict the reaction product. The product is: [CH3:1][S:2]([OH:5])(=[O:4])=[O:3].[NH2:6][C:7]1[CH:16]=[C:15]2[C:10]([CH:11]=[C:12]([C:20]3[C:21]([Cl:37])=[CH:22][C:23]([F:36])=[C:24]([NH:26][C:27]([NH:29][C:30]4[CH:31]=[CH:32][CH:33]=[CH:34][CH:35]=4)=[O:28])[CH:25]=3)[C:13](=[O:19])[N:14]2[CH2:17][CH3:18])=[CH:9][N:8]=1. (4) Given the reactants [CH2:1]([O:3][C:4](=[O:32])[CH2:5][NH:6][CH2:7][C:8]1[CH:13]=[CH:12][CH:11]=[C:10]([O:14][CH2:15][C:16]2[N:17]=[C:18]([C:22]3[CH:27]=[CH:26][C:25]([C:28]([F:31])([F:30])[F:29])=[CH:24][CH:23]=3)[O:19][C:20]=2[CH3:21])[CH:9]=1)[CH3:2].[CH2:33]([N:36]([CH3:41])[S:37](Cl)(=[O:39])=[O:38])[C:34]#[CH:35].C(N(CC)CC)C, predict the reaction product. The product is: [CH2:1]([O:3][C:4](=[O:32])[CH2:5][N:6]([S:37]([N:36]([CH3:41])[CH2:33][C:34]#[CH:35])(=[O:39])=[O:38])[CH2:7][C:8]1[CH:13]=[CH:12][CH:11]=[C:10]([O:14][CH2:15][C:16]2[N:17]=[C:18]([C:22]3[CH:23]=[CH:24][C:25]([C:28]([F:31])([F:30])[F:29])=[CH:26][CH:27]=3)[O:19][C:20]=2[CH3:21])[CH:9]=1)[CH3:2]. (5) The product is: [NH2:14][C:15]1[C:16]([C:17]#[N:18])=[C:19]([CH:20]=[CH:21][CH:22]=1)[O:10][CH2:9][C:8]([CH3:11])([CH3:12])[C:7]([NH:6][CH:1]1[CH2:2][CH2:3][CH2:4][CH2:5]1)=[O:13]. Given the reactants [CH:1]1([NH:6][C:7](=[O:13])[C:8]([CH3:12])([CH3:11])[CH2:9][OH:10])[CH2:5][CH2:4][CH2:3][CH2:2]1.[NH2:14][C:15]1[CH:22]=[CH:21][CH:20]=[C:19](F)[C:16]=1[C:17]#[N:18], predict the reaction product. (6) Given the reactants [F:1][C:2]1[CH:3]=[C:4]([CH2:10][CH2:11]O)[CH:5]=[CH:6][C:7]=1[S:8][CH3:9].C1C=CC(P(C2C=CC=CC=2)C2C=CC=CC=2)=CC=1.N1C=CN=C1.[Br:37]Br, predict the reaction product. The product is: [Br:37][CH2:11][CH2:10][C:4]1[CH:5]=[CH:6][C:7]([S:8][CH3:9])=[C:2]([F:1])[CH:3]=1. (7) Given the reactants [F:1][C:2]1[CH:9]=[CH:8][CH:7]=[C:6](I)[C:3]=1[C:4]#[N:5].[C:11]1(B(O)O)[CH:16]=[CH:15][CH:14]=[CH:13][CH:12]=1.C1(C)C=CC=CC=1.CCO.O, predict the reaction product. The product is: [F:1][C:2]1[CH:9]=[CH:8][CH:7]=[C:6]([C:11]2[CH:16]=[CH:15][CH:14]=[CH:13][CH:12]=2)[C:3]=1[C:4]#[N:5]. (8) The product is: [F:1][C:2]1[CH:7]=[CH:6][C:5]([C:8]2[S:9][C:10]3[N:11]=[CH:12][N:13]=[C:14]([N:17]4[CH2:22][CH2:21][N:20]([C:30](=[O:31])[CH2:29][O:28][C:27]5[CH:33]=[CH:34][C:24]([Cl:23])=[CH:25][CH:26]=5)[CH2:19][CH2:18]4)[C:15]=3[N:16]=2)=[CH:4][CH:3]=1. Given the reactants [F:1][C:2]1[CH:7]=[CH:6][C:5]([C:8]2[S:9][C:10]3[N:11]=[CH:12][N:13]=[C:14]([N:17]4[CH2:22][CH2:21][NH:20][CH2:19][CH2:18]4)[C:15]=3[N:16]=2)=[CH:4][CH:3]=1.[Cl:23][C:24]1[CH:34]=[CH:33][C:27]([O:28][CH2:29][C:30](O)=[O:31])=[CH:26][CH:25]=1, predict the reaction product. (9) Given the reactants [CH3:1][O:2][C:3]1[CH:8]=[CH:7][C:6]([C:9]2[O:13][C:12]([C:14]([N:16]3[CH2:19][CH:18]([O:20][C:21]4[CH:28]=[CH:27][C:24]([CH:25]=O)=[CH:23][CH:22]=4)[CH2:17]3)=[O:15])=[N:11][N:10]=2)=[CH:5][CH:4]=1.FC(F)(F)C(O)=O.[CH2:36]([C:38]1([OH:42])[CH2:41][NH:40][CH2:39]1)[CH3:37].CCN(C(C)C)C(C)C.C(O[BH-](OC(=O)C)OC(=O)C)(=O)C.[Na+], predict the reaction product. The product is: [CH2:36]([C:38]1([OH:42])[CH2:41][N:40]([CH2:25][C:24]2[CH:23]=[CH:22][C:21]([O:20][CH:18]3[CH2:19][N:16]([C:14]([C:12]4[O:13][C:9]([C:6]5[CH:7]=[CH:8][C:3]([O:2][CH3:1])=[CH:4][CH:5]=5)=[N:10][N:11]=4)=[O:15])[CH2:17]3)=[CH:28][CH:27]=2)[CH2:39]1)[CH3:37]. (10) Given the reactants [OH:1][C:2]1[C:10]([CH3:11])=[CH:9][C:8]([I:12])=[CH:7][C:3]=1[C:4]([OH:6])=[O:5].S(Cl)(Cl)=O.[CH3:17]O, predict the reaction product. The product is: [OH:1][C:2]1[C:10]([CH3:11])=[CH:9][C:8]([I:12])=[CH:7][C:3]=1[C:4]([O:6][CH3:17])=[O:5].